This data is from NCI-60 drug combinations with 297,098 pairs across 59 cell lines. The task is: Regression. Given two drug SMILES strings and cell line genomic features, predict the synergy score measuring deviation from expected non-interaction effect. (1) Drug 1: C1=CC(=CC=C1CC(C(=O)O)N)N(CCCl)CCCl.Cl. Drug 2: CN1C2=C(C=C(C=C2)N(CCCl)CCCl)N=C1CCCC(=O)O.Cl. Cell line: SNB-75. Synergy scores: CSS=0.117, Synergy_ZIP=-0.711, Synergy_Bliss=-0.921, Synergy_Loewe=-5.47, Synergy_HSA=-3.68. (2) Drug 1: CC1=C(C=C(C=C1)NC2=NC=CC(=N2)N(C)C3=CC4=NN(C(=C4C=C3)C)C)S(=O)(=O)N.Cl. Drug 2: CCCS(=O)(=O)NC1=C(C(=C(C=C1)F)C(=O)C2=CNC3=C2C=C(C=N3)C4=CC=C(C=C4)Cl)F. Cell line: MOLT-4. Synergy scores: CSS=18.3, Synergy_ZIP=5.18, Synergy_Bliss=7.91, Synergy_Loewe=7.11, Synergy_HSA=8.64.